Dataset: Peptide-MHC class II binding affinity with 134,281 pairs from IEDB. Task: Regression. Given a peptide amino acid sequence and an MHC pseudo amino acid sequence, predict their binding affinity value. This is MHC class II binding data. (1) The peptide sequence is NVTENFNMWKNNMVEQMH. The MHC is DRB1_1001 with pseudo-sequence DRB1_1001. The binding affinity (normalized) is 0.593. (2) The peptide sequence is YTKGVLEFSISVDFT. The MHC is DRB1_0101 with pseudo-sequence DRB1_0101. The binding affinity (normalized) is 0.247. (3) The peptide sequence is LFETTIRYLGGMISAYDLLK. The MHC is DRB1_0401 with pseudo-sequence DRB1_0401. The binding affinity (normalized) is 0.315. (4) The peptide sequence is IVQNAYKQMIKSRTL. The MHC is H-2-IAb with pseudo-sequence H-2-IAb. The binding affinity (normalized) is 0.0619. (5) The peptide sequence is KPTGAGPKDNGGACG. The MHC is DRB3_0202 with pseudo-sequence DRB3_0202. The binding affinity (normalized) is 0.